This data is from Full USPTO retrosynthesis dataset with 1.9M reactions from patents (1976-2016). The task is: Predict the reactants needed to synthesize the given product. (1) The reactants are: [Cl:1][C:2]1[CH:3]=[C:4](/[CH:25]=[CH:26]/[C:27](OCC)=[O:28])[CH:5]=[N:6][C:7]=1[NH:8][CH:9]1[CH2:14][CH2:13][N:12]([C:15]([NH:17][C:18]2[CH:23]=[CH:22][C:21]([Cl:24])=[CH:20][CH:19]=2)=[O:16])[CH2:11][CH2:10]1.[OH-].[Na+].Cl.ClC1C=C(C=CC(O)=O)C=NC=1NC1CCN(C(=O)NC2C=CC(Cl)=CC=2)CC1.[O:64]1[CH2:69][CH2:68][CH2:67][CH2:66][CH:65]1[O:70][NH2:71].CCN=C=NCCCN(C)C.C1C=CC2N(O)N=NC=2C=1. Given the product [Cl:1][C:2]1[C:7]([NH:8][CH:9]2[CH2:14][CH2:13][N:12]([C:15]([NH:17][C:18]3[CH:19]=[CH:20][C:21]([Cl:24])=[CH:22][CH:23]=3)=[O:16])[CH2:11][CH2:10]2)=[N:6][CH:5]=[C:4](/[CH:25]=[CH:26]/[C:27](=[O:28])[NH:71][O:70][CH:65]2[CH2:66][CH2:67][CH2:68][CH2:69][O:64]2)[CH:3]=1, predict the reactants needed to synthesize it. (2) Given the product [OH:13][C:14]1[CH:23]=[CH:22][CH:21]=[CH:20][C:15]=1[C:16]([NH:18][N:19]=[C:5]1[C:4]2[C:8](=[CH:9][CH:10]=[C:2]([I:1])[CH:3]=2)[NH:7][C:6]1=[O:11])=[O:17], predict the reactants needed to synthesize it. The reactants are: [I:1][C:2]1[CH:3]=[C:4]2[C:8](=[CH:9][CH:10]=1)[NH:7][C:6](=[O:11])[C:5]2=O.[OH:13][C:14]1[CH:23]=[CH:22][CH:21]=[CH:20][C:15]=1[C:16]([NH:18][NH2:19])=[O:17].